Predict which catalyst facilitates the given reaction. From a dataset of Catalyst prediction with 721,799 reactions and 888 catalyst types from USPTO. (1) Reactant: C(OC(=O)[N:7]([CH2:10][CH:11]=[CH2:12])[CH2:8][CH3:9])(C)(C)C.[ClH:14]. Product: [ClH:14].[CH2:10]([NH:7][CH2:8][CH3:9])[CH:11]=[CH2:12].[CH2:10]([NH:7][CH2:8][CH3:9])[CH:11]=[CH2:12]. The catalyst class is: 12. (2) Reactant: C([N:8]1[C:17]2[C:12](=[CH:13][C:14]([O:18][C:19](=[O:28])[NH:20][CH2:21][CH2:22][CH2:23][CH2:24][CH2:25][CH2:26][CH3:27])=[CH:15][CH:16]=2)[CH2:11][CH2:10][CH2:9]1)C1C=CC=CC=1.[H][H]. Product: [NH:8]1[C:17]2[C:12](=[CH:13][C:14]([O:18][C:19](=[O:28])[NH:20][CH2:21][CH2:22][CH2:23][CH2:24][CH2:25][CH2:26][CH3:27])=[CH:15][CH:16]=2)[CH2:11][CH2:10][CH2:9]1. The catalyst class is: 29. (3) Reactant: [Br:1][C:2]1[CH:3]=[C:4]([C:10]2[S:11][C:12]3[CH2:17][CH2:16][CH2:15][NH:14][C:13]=3[N:18]=2)[C:5]([O:8][CH3:9])=[N:6][CH:7]=1.CCN(CC)CC.[C:26](Cl)(=[O:28])[CH3:27]. Product: [Br:1][C:2]1[CH:3]=[C:4]([C:10]2[S:11][C:12]3[CH2:17][CH2:16][CH2:15][N:14]([C:26](=[O:28])[CH3:27])[C:13]=3[N:18]=2)[C:5]([O:8][CH3:9])=[N:6][CH:7]=1. The catalyst class is: 2. (4) Reactant: [Cl:1][C:2]1[C:7]([N:8]2[C:12]([OH:13])=[CH:11][C:10]([C:14]([O:16][CH2:17][CH3:18])=[O:15])=[N:9]2)=[CH:6][CH:5]=[CH:4][N:3]=1.C(N(CC)CC)C.C1C=CC(N([S:33]([C:36]([F:39])([F:38])[F:37])(=[O:35])=[O:34])[S:33]([C:36]([F:39])([F:38])[F:37])(=[O:35])=[O:34])=CC=1. Product: [Cl:1][C:2]1[C:7]([N:8]2[C:12]([O:13][S:33]([C:36]([F:39])([F:38])[F:37])(=[O:35])=[O:34])=[CH:11][C:10]([C:14]([O:16][CH2:17][CH3:18])=[O:15])=[N:9]2)=[CH:6][CH:5]=[CH:4][N:3]=1. The catalyst class is: 7. (5) Reactant: [Cl:1][C:2]1[CH:7]=[CH:6][C:5]([C:8](=[CH:12][C:13]2[CH:18]=[CH:17][C:16]([O:19]C(=O)C)=[C:15]([O:23][CH3:24])[CH:14]=2)C(O)=O)=[CH:4][CH:3]=1.C([O-])(O)=O.[Na+].CC1NC=CN=1. Product: [Cl:1][C:2]1[CH:7]=[CH:6][C:5]([CH:8]=[CH:12][C:13]2[CH:18]=[CH:17][C:16]([OH:19])=[C:15]([O:23][CH3:24])[CH:14]=2)=[CH:4][CH:3]=1. The catalyst class is: 831. (6) Reactant: [OH:1][CH:2]1[CH2:7][CH2:6][CH:5]([NH:8][C:9](=[O:15])[O:10][C:11]([CH3:14])([CH3:13])[CH3:12])[CH2:4][CH2:3]1.[H-].[Na+].Cl[C:19]1[C:20]2[CH:27]=[C:26]([CH:28]([CH3:30])[CH3:29])[S:25][C:21]=2[N:22]=[CH:23][N:24]=1. Product: [CH3:30][CH:28]([C:26]1[S:25][C:21]2[N:22]=[CH:23][N:24]=[C:19]([O:1][CH:2]3[CH2:7][CH2:6][CH:5]([NH:8][C:9](=[O:15])[O:10][C:11]([CH3:12])([CH3:14])[CH3:13])[CH2:4][CH2:3]3)[C:20]=2[CH:27]=1)[CH3:29]. The catalyst class is: 7.